This data is from Reaction yield outcomes from USPTO patents with 853,638 reactions. The task is: Predict the reaction yield, written as a fraction of the theoretical maximum amount of product (1.0 means a 100% yield; for example, 0.34 means a 34% yield). (1) The reactants are [OH:1][C:2]1[CH:29]=[CH:28][C:5]([O:6][CH2:7][CH2:8][CH2:9][C:10]2[CH:27]=[CH:26][C:13]([O:14][CH2:15][C:16]3[CH:25]=[CH:24][CH:23]=[CH:22][C:17]=3[C:18]([O:20][CH3:21])=[O:19])=[CH:12][CH:11]=2)=[CH:4][CH:3]=1.C(N(CC)CC)C.[CH3:37][S:38](Cl)(=[O:40])=[O:39]. The catalyst is ClCCl. The product is [CH3:37][S:38]([O:1][C:2]1[CH:3]=[CH:4][C:5]([O:6][CH2:7][CH2:8][CH2:9][C:10]2[CH:27]=[CH:26][C:13]([O:14][CH2:15][C:16]3[CH:25]=[CH:24][CH:23]=[CH:22][C:17]=3[C:18]([O:20][CH3:21])=[O:19])=[CH:12][CH:11]=2)=[CH:28][CH:29]=1)(=[O:40])=[O:39]. The yield is 0.973. (2) The reactants are [Cl:1][C:2]1[CH:7]=[CH:6][CH:5]=[C:4]([Cl:8])[C:3]=1[CH3:9].C(O[O:15][C:16]([CH3:19])(C)C)(C)(C)C.[C]=O.[CH2:22]([OH:24])C. No catalyst specified. The product is [Cl:1][C:2]1[CH:7]=[CH:6][CH:5]=[C:4]([Cl:8])[C:3]=1[CH2:9][C:22]([O:15][CH2:16][CH3:19])=[O:24]. The yield is 0.720.